This data is from Forward reaction prediction with 1.9M reactions from USPTO patents (1976-2016). The task is: Predict the product of the given reaction. (1) Given the reactants [N+:1]([C:4]1[CH:9]=[CH:8][C:7]([N:10]2[CH2:15][CH2:14][O:13][CH2:12][C@@H:11]2[CH2:16][OH:17])=[CH:6][CH:5]=1)([O-])=O, predict the reaction product. The product is: [NH2:1][C:4]1[CH:5]=[CH:6][C:7]([N:10]2[CH2:15][CH2:14][O:13][CH2:12][C@@H:11]2[CH2:16][OH:17])=[CH:8][CH:9]=1. (2) Given the reactants [CH2:1]1[CH2:10][C@@H:9]2[N:4]([CH2:5][C@H:6]3[C@H:13]4[CH2:14][CH2:15][CH2:16][C:17](=O)[N:12]4[CH2:11][C@@H:8]2[CH2:7]3)[CH2:3][CH2:2]1.[BH4-].[Na+].II.[OH-].[OH-].[K+], predict the reaction product. The product is: [CH2:1]1[CH2:10][C@H:9]2[N:4]([CH2:5][C@@H:6]3[C@@H:13]4[CH2:14][CH2:15][CH2:16][CH2:17][N:12]4[CH2:11][C@H:8]2[CH2:7]3)[CH2:3][CH2:2]1. (3) Given the reactants Br[C:2]1[N:3]=[C:4]([CH2:7][NH:8][CH2:9][CH2:10][C:11]([O:13][CH2:14][CH3:15])=[O:12])[S:5][CH:6]=1.CC1(C)C(C)(C)OB([C:24]2[CH:29]=[CH:28][C:27]([OH:30])=[CH:26][CH:25]=2)O1.C([O-])([O-])=O.[K+].[K+], predict the reaction product. The product is: [OH:30][C:27]1[CH:28]=[CH:29][C:24]([C:2]2[N:3]=[C:4]([CH2:7][NH:8][CH2:9][CH2:10][C:11]([O:13][CH2:14][CH3:15])=[O:12])[S:5][CH:6]=2)=[CH:25][CH:26]=1. (4) Given the reactants [CH3:1][C@@H:2]1[CH2:7][N:6]([S:8]([CH3:11])(=[O:10])=[O:9])[CH2:5][CH2:4][N:3]1C(OC(C)(C)C)=O.[ClH:19], predict the reaction product. The product is: [ClH:19].[CH3:1][C@H:2]1[NH:3][CH2:4][CH2:5][N:6]([S:8]([CH3:11])(=[O:10])=[O:9])[CH2:7]1. (5) Given the reactants [Cl:1][C:2]1[CH:3]=[CH:4][C:5]([OH:19])=[C:6]([CH:18]=1)[C:7]([NH:9][C:10]1[CH:15]=[C:14]([Cl:16])[CH:13]=[C:12]([Cl:17])[CH:11]=1)=[O:8].[N:20]1([C:26](Cl)=[O:27])[CH2:25][CH2:24][O:23][CH2:22][CH2:21]1, predict the reaction product. The product is: [Cl:1][C:2]1[CH:3]=[CH:4][C:5]([O:19][C:26]([N:20]2[CH2:25][CH2:24][O:23][CH2:22][CH2:21]2)=[O:27])=[C:6]([CH:18]=1)[C:7]([NH:9][C:10]1[CH:15]=[C:14]([Cl:16])[CH:13]=[C:12]([Cl:17])[CH:11]=1)=[O:8]. (6) The product is: [CH3:11][C:9]1[CH:8]=[CH:7][C:3]2[C:4](=[O:6])[N:13]=[C:12]([C:14]3[CH:19]=[CH:18][CH:17]=[CH:16][N:15]=3)[S:1][C:2]=2[CH:10]=1. Given the reactants [SH:1][C:2]1[CH:10]=[C:9]([CH3:11])[CH:8]=[CH:7][C:3]=1[C:4]([OH:6])=O.[C:12]([C:14]1[CH:19]=[CH:18][CH:17]=[CH:16][N:15]=1)#[N:13], predict the reaction product. (7) Given the reactants Cl[C:2]1[C:3]2[C:4](=[CH:13][N:14](CC3C=CC(OC)=CC=3)[N:15]=2)[N:5]=[C:6]([C:8]2[S:9][CH:10]=[CH:11][N:12]=2)[N:7]=1.[NH2:25][C:26]1[CH:31]=[CH:30][C:29]([N:32]2[CH2:37][CH2:36][N:35]([C:38](=[O:40])[CH3:39])[CH2:34][CH2:33]2)=[CH:28][CH:27]=1.Cl, predict the reaction product. The product is: [S:9]1[CH:10]=[CH:11][N:12]=[C:8]1[C:6]1[N:7]=[C:2]([NH:25][C:26]2[CH:27]=[CH:28][C:29]([N:32]3[CH2:33][CH2:34][N:35]([C:38](=[O:40])[CH3:39])[CH2:36][CH2:37]3)=[CH:30][CH:31]=2)[C:3]2[NH:15][N:14]=[CH:13][C:4]=2[N:5]=1. (8) Given the reactants [F:1][C:2]1[CH:7]=[C:6]([I:8])[CH:5]=[CH:4][C:3]=1[NH:9][C:10]1[C:18]([CH3:19])=[N:17][CH:16]=[CH:15][C:11]=1[C:12](O)=[O:13].C([O-])(=O)C.[NH4+:24], predict the reaction product. The product is: [F:1][C:2]1[CH:7]=[C:6]([I:8])[CH:5]=[CH:4][C:3]=1[NH:9][C:10]1[C:18]([CH3:19])=[N:17][CH:16]=[CH:15][C:11]=1[C:12]([NH2:24])=[O:13]. (9) Given the reactants [N-:1]=[N+:2]=[N-:3].[Na+].[Cl-].[NH4+].[C:7]1([C:23]2[CH:28]=[CH:27][CH:26]=[CH:25][CH:24]=2)[CH:12]=[CH:11][C:10]([CH2:13][O:14][C:15]2[CH:16]=[C:17]([CH:20]=[CH:21][CH:22]=2)[C:18]#[N:19])=[CH:9][CH:8]=1.O, predict the reaction product. The product is: [C:7]1([C:23]2[CH:28]=[CH:27][CH:26]=[CH:25][CH:24]=2)[CH:12]=[CH:11][C:10]([CH2:13][O:14][C:15]2[CH:16]=[C:17]([C:18]3[NH:19][N:3]=[N:2][N:1]=3)[CH:20]=[CH:21][CH:22]=2)=[CH:9][CH:8]=1. (10) Given the reactants [Cl:1][C:2]1[CH:7]=[CH:6][CH:5]=[CH:4][C:3]=1[N:8]1[CH:12]([C:13]2[CH:18]=[CH:17][C:16]([N:19]3[CH2:24][CH2:23][N:22](C(OC(C)(C)C)=O)[CH2:21][CH2:20]3)=[CH:15][CH:14]=2)[CH2:11][C:10]([C:32]([C:38]([F:41])([F:40])[F:39])([C:34]([F:37])([F:36])[F:35])[OH:33])=[N:9]1.Cl, predict the reaction product. The product is: [ClH:1].[Cl:1][C:2]1[CH:7]=[CH:6][CH:5]=[CH:4][C:3]=1[N:8]1[CH:12]([C:13]2[CH:14]=[CH:15][C:16]([N:19]3[CH2:24][CH2:23][NH:22][CH2:21][CH2:20]3)=[CH:17][CH:18]=2)[CH2:11][C:10]([C:32]([C:34]([F:36])([F:35])[F:37])([C:38]([F:41])([F:40])[F:39])[OH:33])=[N:9]1.